Dataset: Forward reaction prediction with 1.9M reactions from USPTO patents (1976-2016). Task: Predict the product of the given reaction. Given the reactants [Cl:1][C:2]1[N:3]=[N:4][C:5](Cl)=[CH:6][CH:7]=1.[CH2:9]([OH:17])[CH2:10][CH2:11][CH2:12][CH2:13][CH2:14][CH2:15][CH3:16].C([O-])([O-])=O.[K+].[K+], predict the reaction product. The product is: [Cl:1][C:2]1[N:3]=[N:4][C:5]([O:17][CH2:9][CH2:10][CH2:11][CH2:12][CH2:13][CH2:14][CH2:15][CH3:16])=[CH:6][CH:7]=1.